From a dataset of Catalyst prediction with 721,799 reactions and 888 catalyst types from USPTO. Predict which catalyst facilitates the given reaction. (1) Reactant: [NH2:1][C:2]1[CH:12]=[CH:11][C:5]([C:6]([O:8][CH2:9][CH3:10])=[O:7])=[CH:4][N:3]=1.[C:13]([O:17][C:18](O[C:18]([O:17][C:13]([CH3:16])([CH3:15])[CH3:14])=[O:19])=[O:19])([CH3:16])([CH3:15])[CH3:14].C(N(CC)CC)C.C(OCC)(=O)C. Product: [C:13]([O:17][C:18]([NH:1][C:2]1[CH:12]=[CH:11][C:5]([C:6]([O:8][CH2:9][CH3:10])=[O:7])=[CH:4][N:3]=1)=[O:19])([CH3:16])([CH3:15])[CH3:14]. The catalyst class is: 11. (2) Reactant: [CH3:1][C:2]1[O:6][N:5]=[C:4]([C:7]2[CH:12]=[CH:11][CH:10]=[CH:9][N:8]=2)[C:3]=1[CH2:13][O:14][C:15]1[CH:19]=[C:18]([C:20]([OH:22])=O)[O:17][N:16]=1.F[B-](F)(F)F.[N:28]1(OC(N(C)C)=[N+](C)C)[C:32]2[CH:33]=[CH:34][CH:35]=CC=2N=[N:29]1.C(N(CC)C(C)C)(C)C.Cl.NN1CCCC1. Product: [N:28]1([NH:29][C:20]([C:18]2[O:17][N:16]=[C:15]([O:14][CH2:13][C:3]3[C:4]([C:7]4[CH:12]=[CH:11][CH:10]=[CH:9][N:8]=4)=[N:5][O:6][C:2]=3[CH3:1])[CH:19]=2)=[O:22])[CH2:32][CH2:33][CH2:34][CH2:35]1. The catalyst class is: 3. (3) Reactant: [Cl:1][C:2]1[CH:39]=[CH:38][CH:37]=[CH:36][C:3]=1[CH2:4][N:5]1[C:13]2[C:12](=[O:14])[N:11]([CH3:15])[C:10](S(C)(=O)=O)=[N:9][C:8]=2[C:7]([C:20]#[N:21])=[C:6]1[N:22]1[CH2:27][CH2:26][CH2:25][C@@H:24]([NH:28][C:29](=[O:35])[O:30][C:31]([CH3:34])([CH3:33])[CH3:32])[CH2:23]1.[CH2:40]([O:42][C:43]1[CH:44]=[C:45]([OH:49])[CH:46]=[CH:47][CH:48]=1)[CH3:41].C(=O)([O-])[O-].[K+].[K+].[Cl-].[NH4+]. Product: [Cl:1][C:2]1[CH:39]=[CH:38][CH:37]=[CH:36][C:3]=1[CH2:4][N:5]1[C:13]2[C:12](=[O:14])[N:11]([CH3:15])[C:10]([O:49][C:45]3[CH:46]=[CH:47][CH:48]=[C:43]([O:42][CH2:40][CH3:41])[CH:44]=3)=[N:9][C:8]=2[C:7]([C:20]#[N:21])=[C:6]1[N:22]1[CH2:27][CH2:26][CH2:25][C@@H:24]([NH:28][C:29](=[O:35])[O:30][C:31]([CH3:34])([CH3:33])[CH3:32])[CH2:23]1. The catalyst class is: 9. (4) Reactant: [C:1](Cl)(=O)[C:2]([CH3:5])([CH3:4])[CH3:3].[NH2:8][C:9]1[CH:10]=[C:11]([NH:23][S:24]([C:27]2[CH:32]=[CH:31][CH:30]=[CH:29][CH:28]=2)(=[O:26])=[O:25])[CH:12]=[CH:13][C:14]=1[NH:15][CH2:16][CH:17]1[CH2:22][CH2:21][O:20][CH2:19][CH2:18]1. Product: [CH3:3][C:2]([C:1]1[N:15]([CH2:16][CH:17]2[CH2:18][CH2:19][O:20][CH2:21][CH2:22]2)[C:14]2[CH:13]=[CH:12][C:11]([NH:23][S:24]([C:27]3[CH:32]=[CH:31][CH:30]=[CH:29][CH:28]=3)(=[O:25])=[O:26])=[CH:10][C:9]=2[N:8]=1)([CH3:5])[CH3:4]. The catalyst class is: 79.